Dataset: Full USPTO retrosynthesis dataset with 1.9M reactions from patents (1976-2016). Task: Predict the reactants needed to synthesize the given product. Given the product [Si:1]([O:8][CH2:9][C@@H:10]1[C@H:14]2[O:15][C:16]([CH3:19])([CH3:18])[O:17][C@H:13]2[C@H:12]([CH2:20][C:21]#[N:22])[NH:11]1)([C:4]([CH3:6])([CH3:7])[CH3:5])([CH3:3])[CH3:2], predict the reactants needed to synthesize it. The reactants are: [Si:1]([O:8][CH2:9][C@@H:10]1[C@H:14]2[O:15][C:16]([CH3:19])([CH3:18])[O:17][C@H:13]2[CH:12]([CH2:20][C:21]#[N:22])[N:11]1O)([C:4]([CH3:7])([CH3:6])[CH3:5])([CH3:3])[CH3:2].C(O)(=O)C.